The task is: Predict which catalyst facilitates the given reaction.. This data is from Catalyst prediction with 721,799 reactions and 888 catalyst types from USPTO. (1) Reactant: [CH3:1][N:2]1[C:6]([CH3:7])=[C:5]([C:8]([OH:10])=[O:9])[C:4](=[O:11])[N:3]1[C:12]1[CH:17]=[CH:16][CH:15]=[CH:14][CH:13]=1.[C:18](Cl)(=O)C(Cl)=O. Product: [CH3:1][N:2]1[C:6]([CH3:7])=[C:5]([C:8]([O:10][CH3:18])=[O:9])[C:4](=[O:11])[N:3]1[C:12]1[CH:17]=[CH:16][CH:15]=[CH:14][CH:13]=1. The catalyst class is: 4. (2) Reactant: [CH3:1][CH2:2][CH:3](P(OCC)(OCC)=O)[C:4]([O:6][CH2:7][CH3:8])=[O:5].[CH3:17][C:18](C)([O-])[CH3:19].[K+].[CH3:23][S:24][CH:25]([C:36]1[CH:41]=[C:40](C=O)[CH:39]=[CH:38][C:37]=1[O:44][CH3:45])[C:26]([O:28][CH2:29][C:30]1[CH:35]=[CH:34][CH:33]=[CH:32][CH:31]=1)=[O:27]. Product: [CH3:23][S:24][CH:25]([C:36]1[CH:41]=[C:40]([C:3]2([C:4]([O:6][CH2:7][CH3:8])=[O:5])[CH:2]=[CH:1][CH:17]=[CH:18][CH2:19]2)[CH:39]=[CH:38][C:37]=1[O:44][CH3:45])[C:26]([O:28][CH2:29][C:30]1[CH:31]=[CH:32][CH:33]=[CH:34][CH:35]=1)=[O:27]. The catalyst class is: 7.